From a dataset of Forward reaction prediction with 1.9M reactions from USPTO patents (1976-2016). Predict the product of the given reaction. (1) Given the reactants [C:1](Cl)(=[O:3])[CH3:2].[CH3:5][C:6]1[N:10]([C:11]2[CH:16]=[CH:15][C:14]([C:17]([F:20])([F:19])[F:18])=[CH:13][N:12]=2)[N:9]=[CH:8][C:7]=1[C:21]([NH:23][C:24]1[CH:25]=[N:26][C:27]([C:31]2[CH2:32][CH2:33][NH:34][CH2:35][CH:36]=2)=[C:28]([CH3:30])[CH:29]=1)=[O:22].O, predict the reaction product. The product is: [C:1]([N:34]1[CH2:35][CH:36]=[C:31]([C:27]2[N:26]=[CH:25][C:24]([NH:23][C:21]([C:7]3[CH:8]=[N:9][N:10]([C:11]4[CH:16]=[CH:15][C:14]([C:17]([F:20])([F:19])[F:18])=[CH:13][N:12]=4)[C:6]=3[CH3:5])=[O:22])=[CH:29][C:28]=2[CH3:30])[CH2:32][CH2:33]1)(=[O:3])[CH3:2]. (2) Given the reactants [Br:1][C:2]1[CH:3]=[CH:4][C:5]2[S:9][C:8]([S:10](Cl)(=[O:12])=[O:11])=[C:7]([CH3:14])[C:6]=2[CH:15]=1.[NH2:16][C:17]1[CH:18]=[C:19]([CH:24]=[CH:25][CH:26]=1)[C:20]([O:22][CH3:23])=[O:21], predict the reaction product. The product is: [CH3:23][O:22][C:20](=[O:21])[C:19]1[CH:24]=[CH:25][CH:26]=[C:17]([NH:16][S:10]([C:8]2[S:9][C:5]3[CH:4]=[CH:3][C:2]([Br:1])=[CH:15][C:6]=3[C:7]=2[CH3:14])(=[O:12])=[O:11])[CH:18]=1. (3) Given the reactants [CH3:1][N:2]([C:7]1[CH:12]=[CH:11][CH:10]=[CH:9][C:8]=1[C:13]#[C:14][C:15]1[C:16]2[N:17]([N:21]=[C:22]([NH:24][C:25]3[CH:30]=[CH:29][C:28]([N:31]4[CH2:36][CH2:35][N:34]([CH3:37])[CH2:33][CH2:32]4)=[CH:27][CH:26]=3)[N:23]=2)[CH:18]=[CH:19][CH:20]=1)[S:3]([CH3:6])(=[O:5])=[O:4].C(OCC)(=O)C, predict the reaction product. The product is: [CH3:1][N:2]([C:7]1[CH:12]=[CH:11][CH:10]=[CH:9][C:8]=1[CH2:13][CH2:14][C:15]1[C:16]2[N:17]([N:21]=[C:22]([NH:24][C:25]3[CH:30]=[CH:29][C:28]([N:31]4[CH2:36][CH2:35][N:34]([CH3:37])[CH2:33][CH2:32]4)=[CH:27][CH:26]=3)[N:23]=2)[CH:18]=[CH:19][CH:20]=1)[S:3]([CH3:6])(=[O:4])=[O:5]. (4) Given the reactants [Br:1][C:2]1[C:3](=O)[NH:4][C:5]([CH:8]([N:10]2[CH2:15][CH2:14][N:13]([S:16]([C:19]3[CH:24]=[CH:23][C:22]([O:25][CH3:26])=[CH:21][CH:20]=3)(=[O:18])=[O:17])[CH2:12][CH2:11]2)[CH3:9])=[N:6][CH:7]=1.P(Cl)(Cl)([Cl:30])=O, predict the reaction product. The product is: [Br:1][C:2]1[C:3]([Cl:30])=[N:4][C:5]([CH:8]([N:10]2[CH2:15][CH2:14][N:13]([S:16]([C:19]3[CH:24]=[CH:23][C:22]([O:25][CH3:26])=[CH:21][CH:20]=3)(=[O:18])=[O:17])[CH2:12][CH2:11]2)[CH3:9])=[N:6][CH:7]=1. (5) Given the reactants [CH3:1][O:2][C:3](=[O:29])[C:4]1[CH:9]=[CH:8][C:7]([CH3:10])=[C:6]([N:11]2[C:16]([CH3:17])=[CH:15][C:14]([CH2:18][O:19][C:20]3[CH:25]=[CH:24][C:23]([F:26])=[CH:22][C:21]=3[F:27])=[CH:13][C:12]2=[O:28])[CH:5]=1.[Br:30]Br, predict the reaction product. The product is: [CH3:1][O:2][C:3](=[O:29])[C:4]1[CH:9]=[CH:8][C:7]([CH3:10])=[C:6]([N:11]2[C:16]([CH3:17])=[CH:15][C:14]([CH2:18][O:19][C:20]3[CH:25]=[CH:24][C:23]([F:26])=[CH:22][C:21]=3[F:27])=[C:13]([Br:30])[C:12]2=[O:28])[CH:5]=1. (6) Given the reactants [F:1][C:2]([F:19])([F:18])[CH:3]([NH:6][CH2:7][C@@H:8]([NH:10]C(=O)OC(C)(C)C)[CH3:9])[CH2:4][I:5].[C:20]([OH:26])([C:22]([F:25])([F:24])[F:23])=[O:21], predict the reaction product. The product is: [F:23][C:22]([F:25])([F:24])[C:20]([OH:26])=[O:21].[F:1][C:2]([F:18])([F:19])[CH:3]([NH:6][CH2:7][C@@H:8]([NH2:10])[CH3:9])[CH2:4][I:5]. (7) Given the reactants [C:1]1([C:7]2[C:8]([CH2:13][C:14]([NH2:16])=[NH:15])=[N:9][CH:10]=[CH:11][CH:12]=2)[CH:6]=[CH:5][CH:4]=[CH:3][CH:2]=1.[C:17]([O:21][C:22](=[O:37])/[C:23](/O)=[C:24](\[O:28][CH2:29][C:30]1[CH:35]=[CH:34][CH:33]=[CH:32][CH:31]=1)/[C:25](O)=[O:26])([CH3:20])([CH3:19])[CH3:18].C[O-].[Na+].C(OCC)(=O)C, predict the reaction product. The product is: [C:17]([O:21][C:22]([C:23]1[C:24]([O:28][CH2:29][C:30]2[CH:35]=[CH:34][CH:33]=[CH:32][CH:31]=2)=[C:25]([OH:26])[N:16]=[C:14]([CH2:13][C:8]2[C:7]([C:1]3[CH:2]=[CH:3][CH:4]=[CH:5][CH:6]=3)=[CH:12][CH:11]=[CH:10][N:9]=2)[N:15]=1)=[O:37])([CH3:20])([CH3:18])[CH3:19].